Dataset: Forward reaction prediction with 1.9M reactions from USPTO patents (1976-2016). Task: Predict the product of the given reaction. (1) Given the reactants [Br-].[CH3:2][C:3]1[CH:4]=[C:5]2[C:10](=[CH:11][CH:12]=1)[N+:9]([CH2:13][C:14]([C:16]1[CH:21]=[CH:20][CH:19]=[CH:18][CH:17]=1)=[O:15])=[CH:8][CH:7]=[CH:6]2.[Cr](O[Cr]([O-])(=O)=O)([O-])(=O)=O.C(=O)(O)[O-].[Na+].[C:36](#[N:39])[CH:37]=[CH2:38], predict the reaction product. The product is: [C:14]([C:13]1[N:9]2[C:10]3[C:5]([CH:6]=[CH:7][C:8]2=[C:37]([C:36]#[N:39])[CH:38]=1)=[CH:4][C:3]([CH3:2])=[CH:12][CH:11]=3)(=[O:15])[C:16]1[CH:21]=[CH:20][CH:19]=[CH:18][CH:17]=1. (2) Given the reactants Cl.[O:2]=[C:3]1[C:7]2[CH:8]=[CH:9][C:10]([NH:12]C(=O)C)=[CH:11][C:6]=2[O:5][CH2:4]1.C(=O)(O)[O-].[Na+].C(OCC)(=O)C, predict the reaction product. The product is: [NH2:12][C:10]1[CH:9]=[CH:8][C:7]2[C:3](=[O:2])[CH2:4][O:5][C:6]=2[CH:11]=1. (3) Given the reactants [Cl:1][C:2]1[CH:3]=[CH:4][C:5]2[C:6]3[CH2:14][N:13]([CH3:15])[CH2:12][CH2:11][C:7]=3[NH:8][C:9]=2[CH:10]=1.[H-].[Na+].[CH3:18][C:19]1([C:22]2[CH:27]=[CH:26][N:25]=[CH:24][CH:23]=2)[CH2:21][O:20]1, predict the reaction product. The product is: [Cl:1][C:2]1[CH:3]=[CH:4][C:5]2[C:6]3[CH2:14][N:13]([CH3:15])[CH2:12][CH2:11][C:7]=3[N:8]([CH2:18][C:19]([C:22]3[CH:27]=[CH:26][N:25]=[CH:24][CH:23]=3)([OH:20])[CH3:21])[C:9]=2[CH:10]=1. (4) Given the reactants [F-].C([N+](CCCC)(CCCC)CCCC)CCC.[Si]([O:26][CH2:27][C:28]1[N:29]=[N:30][N:31]([CH2:63][Si](C)(C)C)[C:32]=1[C:33]1[CH:45]=[N:44][C:43]2[C:42]3[CH:41]=[CH:40][C:39]([C:46]([O:48][CH3:49])=[O:47])=[CH:38][C:37]=3[N:36]([C@H:50]([C:57]3[CH:62]=[CH:61][CH:60]=[CH:59][CH:58]=3)[CH:51]3[CH2:56][CH2:55][O:54][CH2:53][CH2:52]3)[C:35]=2[CH:34]=1)(C(C)(C)C)(C)C, predict the reaction product. The product is: [OH:26][CH2:27][C:28]1[N:29]=[N:30][N:31]([CH3:63])[C:32]=1[C:33]1[CH:45]=[N:44][C:43]2[C:42]3[CH:41]=[CH:40][C:39]([C:46]([O:48][CH3:49])=[O:47])=[CH:38][C:37]=3[N:36]([C@H:50]([C:57]3[CH:62]=[CH:61][CH:60]=[CH:59][CH:58]=3)[CH:51]3[CH2:52][CH2:53][O:54][CH2:55][CH2:56]3)[C:35]=2[CH:34]=1. (5) The product is: [N:12]1([CH2:17][CH2:18][NH:19][C:20]([C:22]2[C:26]([CH3:27])=[C:25]([CH:28]=[C:5]3[C:4]4[C:8](=[CH:9][CH:10]=[C:2]([F:1])[CH:3]=4)[NH:7][C:6]3=[O:11])[NH:24][C:23]=2[CH3:30])=[O:21])[CH2:16][CH2:15][CH2:14][CH2:13]1. Given the reactants [F:1][C:2]1[CH:3]=[C:4]2[C:8](=[CH:9][CH:10]=1)[NH:7][C:6](=[O:11])[CH2:5]2.[N:12]1([CH2:17][CH2:18][NH:19][C:20]([C:22]2[C:26]([CH3:27])=[C:25]([CH:28]=O)[NH:24][C:23]=2[CH3:30])=[O:21])[CH2:16][CH2:15][CH2:14][CH2:13]1, predict the reaction product. (6) Given the reactants [Cl:1][C:2]1[CH:3]=[C:4]([O:9][CH2:10][C:11]2[C:23]([F:24])=[CH:22][C:14]([C:15]([NH:17][S:18]([CH3:21])(=[O:20])=[O:19])=[O:16])=[C:13]([F:25])[CH:12]=2)[CH:5]=[N:6][C:7]=1F.[F:26][C:27]([F:33])([F:32])[C:28]([CH3:31])([OH:30])[CH3:29].C(=O)([O-])[O-].[Cs+].[Cs+], predict the reaction product. The product is: [Cl:1][C:2]1[CH:3]=[C:4]([O:9][CH2:10][C:11]2[C:23]([F:24])=[CH:22][C:14]([C:15]([NH:17][S:18]([CH3:21])(=[O:20])=[O:19])=[O:16])=[C:13]([F:25])[CH:12]=2)[CH:5]=[N:6][C:7]=1[O:30][C:28]([CH3:31])([CH3:29])[C:27]([F:33])([F:32])[F:26]. (7) Given the reactants [CH:1]([CH2:3][O:4][C:5]1[CH:14]=[CH:13][C:8]([C:9]([O:11][CH3:12])=[O:10])=[CH:7][CH:6]=1)=O.OC1C=CC(C(OC)=O)=CC=1.[CH:26]1([NH2:29])[CH2:28][CH2:27]1.[BH3-]C#N.[Na+], predict the reaction product. The product is: [CH:26]1([NH:29][CH2:1][CH2:3][O:4][C:5]2[CH:6]=[CH:7][C:8]([C:9]([O:11][CH3:12])=[O:10])=[CH:13][CH:14]=2)[CH2:28][CH2:27]1.